From a dataset of Forward reaction prediction with 1.9M reactions from USPTO patents (1976-2016). Predict the product of the given reaction. (1) Given the reactants [S:1]1[C:5]([C:6]([OH:8])=O)=[CH:4][C:3]2[CH:9]=[CH:10][CH:11]=[CH:12][C:2]1=2.C[O:14][C:15](=[O:34])[CH2:16][CH2:17][C:18]1[CH:23]=[CH:22][C:21]([O:24][C:25]2[CH:30]=[CH:29][CH:28]=[C:27]([CH2:31][NH2:32])[CH:26]=2)=[CH:20][C:19]=1[CH3:33], predict the reaction product. The product is: [S:1]1[C:5]([C:6]([NH:32][CH2:31][C:27]2[CH:26]=[C:25]([CH:30]=[CH:29][CH:28]=2)[O:24][C:21]2[CH:22]=[CH:23][C:18]([CH2:17][CH2:16][C:15]([OH:34])=[O:14])=[C:19]([CH3:33])[CH:20]=2)=[O:8])=[CH:4][C:3]2[CH:9]=[CH:10][CH:11]=[CH:12][C:2]1=2. (2) Given the reactants [NH2:1][C:2]1[C:7]2([CH2:10][CH2:9][CH2:8]2)[S:6](=[O:12])(=[O:11])[CH2:5][C@:4]([C:14]2[C:15]([F:21])=[N:16][CH:17]=[C:18]([Br:20])[CH:19]=2)([CH3:13])[N:3]=1.C(N(CC)CC)C.[C:29](O[C:29]([O:31][C:32]([CH3:35])([CH3:34])[CH3:33])=[O:30])([O:31][C:32]([CH3:35])([CH3:34])[CH3:33])=[O:30], predict the reaction product. The product is: [Br:20][C:18]1[CH:19]=[C:14]([C@@:4]2([CH3:13])[N:3]=[C:2]([NH:1][C:29](=[O:30])[O:31][C:32]([CH3:35])([CH3:34])[CH3:33])[C:7]3([CH2:10][CH2:9][CH2:8]3)[S:6](=[O:11])(=[O:12])[CH2:5]2)[C:15]([F:21])=[N:16][CH:17]=1. (3) Given the reactants CC1(C)C(C)(C)OB([C:9]2[C:18]3[C:13](=[CH:14][CH:15]=[C:16]([C:19]([O:21][CH3:22])=[O:20])[CH:17]=3)[O:12][CH2:11][CH:10]=2)O1.Br[C:25]1[CH:32]=[CH:31][C:28]([C:29]#[N:30])=[CH:27][C:26]=1[CH3:33].[F-].[Cs+], predict the reaction product. The product is: [C:29]([C:28]1[CH:31]=[CH:32][C:25]([C:9]2[C:18]3[C:13](=[CH:14][CH:15]=[C:16]([C:19]([O:21][CH3:22])=[O:20])[CH:17]=3)[O:12][CH2:11][CH:10]=2)=[C:26]([CH3:33])[CH:27]=1)#[N:30]. (4) The product is: [OH:26][C:10]1[C:9]2[C:14](=[N:15][CH:16]=[C:7]([CH:4]3[CH2:5][CH2:6][O:1][CH2:2][CH2:3]3)[CH:8]=2)[N:13]([CH3:17])[C:12](=[O:18])[C:11]=1[C:19]([NH:21][CH2:22][C:23]([OH:25])=[O:24])=[O:20]. Given the reactants [O:1]1[CH2:6][CH:5]=[C:4]([C:7]2[CH:8]=[C:9]3[C:14](=[N:15][CH:16]=2)[N:13]([CH3:17])[C:12](=[O:18])[C:11]([C:19]([NH:21][CH2:22][C:23]([OH:25])=[O:24])=[O:20])=[C:10]3[OH:26])[CH2:3][CH2:2]1.[OH-].[Na+], predict the reaction product. (5) Given the reactants [N+:1]([C:4]1[CH:5]=[C:6](CC#N)[CH:7]=[CH:8][CH:9]=1)([O-:3])=[O:2].S(=O)(=O)(O)O.[C:18]([OH:21])(=[O:20])[CH3:19], predict the reaction product. The product is: [N+:1]([C:4]1[CH:9]=[C:8]([CH2:19][C:18]([OH:21])=[O:20])[CH:7]=[CH:6][CH:5]=1)([O-:3])=[O:2].